This data is from Reaction yield outcomes from USPTO patents with 853,638 reactions. The task is: Predict the reaction yield, written as a fraction of the theoretical maximum amount of product (1.0 means a 100% yield; for example, 0.34 means a 34% yield). (1) The reactants are [OH:1][C:2]1[CH:9]=[CH:8][C:5]([CH2:6][OH:7])=[CH:4][CH:3]=1.C([O-])([O-])=O.[K+].[K+].Br[CH2:17][CH2:18][CH2:19][C:20]([O:22][CH3:23])=[O:21]. The catalyst is CN(C=O)C. The product is [OH:7][CH2:6][C:5]1[CH:8]=[CH:9][C:2]([O:1][CH2:17][CH2:18][CH2:19][C:20]([O:22][CH3:23])=[O:21])=[CH:3][CH:4]=1. The yield is 0.750. (2) The reactants are [F:1][C:2]1[CH:7]=[CH:6][CH:5]=[C:4]([F:8])[C:3]=1[O:9][C:10]1[CH:15]=[CH:14][C:13]([N+:16]([O-])=O)=[CH:12][CH:11]=1.O.NN. The catalyst is CO.[Ni]. The product is [F:1][C:2]1[CH:7]=[CH:6][CH:5]=[C:4]([F:8])[C:3]=1[O:9][C:10]1[CH:11]=[CH:12][C:13]([NH2:16])=[CH:14][CH:15]=1. The yield is 0.910. (3) The catalyst is C(#N)C. The reactants are [N+:1]([C:4]1[N:5]=[CH:6][NH:7][CH:8]=1)([O-:3])=[O:2].[C:9]([O-])([O-])=O.[K+].[K+].IC. The yield is 0.820. The product is [CH3:9][N:7]1[CH:8]=[C:4]([N+:1]([O-:3])=[O:2])[N:5]=[CH:6]1. (4) The reactants are [CH:1]1([CH:6]([OH:9])[CH:7]=[CH2:8])[CH2:5][CH2:4][CH2:3][CH2:2]1.[F:10][C:11]1[CH:16]=[C:15](Br)[CH:14]=[CH:13][C:12]=1[CH:18]([F:20])[F:19].C([O-])(O)=O.[Na+].O. The catalyst is CN1C(=O)CCC1. The product is [CH:1]1([C:6](=[O:9])[CH2:7][CH2:8][C:15]2[CH:14]=[CH:13][C:12]([CH:18]([F:20])[F:19])=[C:11]([F:10])[CH:16]=2)[CH2:5][CH2:4][CH2:3][CH2:2]1. The yield is 0.330. (5) The reactants are [OH:1][C:2]1([C:22]2[CH:27]=[CH:26][CH:25]=[CH:24][CH:23]=2)[C@H:11]2[C@H:6]([CH2:7][CH2:8][CH2:9][CH2:10]2)[N:5](C(OCC2C=CC=CC=2)=O)[CH2:4][CH2:3]1. The catalyst is CCO.[Pd]. The product is [C:22]1([C:2]2([OH:1])[C@H:11]3[C@H:6]([CH2:7][CH2:8][CH2:9][CH2:10]3)[NH:5][CH2:4][CH2:3]2)[CH:23]=[CH:24][CH:25]=[CH:26][CH:27]=1. The yield is 1.00. (6) The reactants are CC1C=CC(S(O[CH:12]([C:14]2[CH:19]=[C:18]([C:20]([F:23])([F:22])[F:21])[CH:17]=[C:16]([N+:24]([O-:26])=[O:25])[CH:15]=2)[CH3:13])(=O)=O)=CC=1.[C:27]([O:31][C:32]([N:34]1[CH2:39][CH2:38][NH:37][CH2:36][CH2:35]1)=[O:33])([CH3:30])([CH3:29])[CH3:28].C(N(C(C)C)CC)(C)C. The catalyst is C1COCC1. The product is [N+:24]([C:16]1[CH:15]=[C:14]([CH:12]([N:37]2[CH2:36][CH2:35][N:34]([C:32]([O:31][C:27]([CH3:30])([CH3:29])[CH3:28])=[O:33])[CH2:39][CH2:38]2)[CH3:13])[CH:19]=[C:18]([C:20]([F:21])([F:22])[F:23])[CH:17]=1)([O-:26])=[O:25]. The yield is 0.771. (7) The reactants are [F:1][C:2]1[CH:7]=[CH:6][CH:5]=[C:4]([F:8])[C:3]=1[O:9][C:10]1[CH:15]=[CH:14][C:13](I)=[CH:12][CH:11]=1.[CH3:17][C:18]1([CH3:34])[C:22]([CH3:24])([CH3:23])[O:21][B:20]([B:20]2[O:21][C:22]([CH3:24])([CH3:23])[C:18]([CH3:34])([CH3:17])[O:19]2)[O:19]1.C([O-])(=O)C.[K+]. The catalyst is CN(C)C=O.CC([O-])=O.CC([O-])=O.[Pd+2]. The product is [F:1][C:2]1[CH:7]=[CH:6][CH:5]=[C:4]([F:8])[C:3]=1[O:9][C:10]1[CH:15]=[CH:14][C:13]([B:20]2[O:21][C:22]([CH3:24])([CH3:23])[C:18]([CH3:34])([CH3:17])[O:19]2)=[CH:12][CH:11]=1. The yield is 0.750.